From a dataset of Reaction yield outcomes from USPTO patents with 853,638 reactions. Predict the reaction yield, written as a fraction of the theoretical maximum amount of product (1.0 means a 100% yield; for example, 0.34 means a 34% yield). (1) The reactants are [CH3:1][P:2]1(=[O:21])[CH2:7][CH2:6][N:5]([CH:8]2[CH2:13][CH2:12][N:11]([C:14](OC(C)(C)C)=O)[CH2:10][CH2:9]2)[CH2:4][CH2:3]1.FC(F)(F)C(O)=O.C(=O)([O-])[O-].[K+].[K+].FC1[CH:37]=[CH:38][C:39]([N+:44]([O-:46])=[O:45])=[C:40]([O:42][CH3:43])[CH:41]=1. The catalyst is C(Cl)Cl. The product is [CH3:43][O:42][C:40]1[CH:41]=[C:14]([N:11]2[CH2:10][CH2:9][CH:8]([N:5]3[CH2:4][CH2:3][P:2](=[O:21])([CH3:1])[CH2:7][CH2:6]3)[CH2:13][CH2:12]2)[CH:37]=[CH:38][C:39]=1[N+:44]([O-:46])=[O:45]. The yield is 0.860. (2) The reactants are C[Si]([N-][Si](C)(C)C)(C)C.[Na+].[NH2:11][C:12]1[N:16](C(OC(C)(C)C)=O)[N:15]=[C:14]([CH2:24][CH2:25][C:26]2[CH:31]=[C:30]([O:32][CH3:33])[CH:29]=[C:28]([O:34][CH3:35])[CH:27]=2)[CH:13]=1.[CH3:36][N:37]1[CH2:42][CH2:41][N:40]([C:43]2[N:48]=[CH:47][C:46]([C:49](OC)=[O:50])=[CH:45][N:44]=2)[CH2:39][CH2:38]1. The catalyst is C1COCC1. The product is [CH3:33][O:32][C:30]1[CH:31]=[C:26]([CH2:25][CH2:24][C:14]2[CH:13]=[C:12]([NH:11][C:49]([C:46]3[CH:47]=[N:48][C:43]([N:40]4[CH2:41][CH2:42][N:37]([CH3:36])[CH2:38][CH2:39]4)=[N:44][CH:45]=3)=[O:50])[NH:16][N:15]=2)[CH:27]=[C:28]([O:34][CH3:35])[CH:29]=1. The yield is 0.00633. (3) The reactants are [NH2:1][C:2]1[C:3]([C:8]([O:10][CH3:11])=[O:9])=[N:4][CH:5]=[CH:6][N:7]=1.[Br:12]N1C(=O)CCC1=O. The catalyst is CC#N. The product is [NH2:1][C:2]1[C:3]([C:8]([O:10][CH3:11])=[O:9])=[N:4][C:5]([Br:12])=[CH:6][N:7]=1. The yield is 0.820. (4) The reactants are C(OC(=O)[NH:5][C:6]1[N:15]([CH2:16][C:17]2[CH:22]=[CH:21][C:20]([O:23][CH2:24][C:25]3[CH:30]=[CH:29][C:28]([C:31]([F:37])([F:36])[C:32]([F:35])([F:34])[F:33])=[CH:27][CH:26]=3)=[C:19]([O:38][CH3:39])[CH:18]=2)[C:9]2=[N:10][CH:11]=[C:12](I)[CH:13]=[C:8]2[N:7]=1)C.[CH3:41][N:42]1[CH:46]=[C:45](B2OC(C)(C)C(C)(C)O2)[CH:44]=[N:43]1. The catalyst is CN(C)C=O.C(=O)([O-])[O-].[Na+].[Na+].C1C=CC(P(C2C=CC=CC=2)[C-]2C=CC=C2)=CC=1.C1C=CC(P(C2C=CC=CC=2)[C-]2C=CC=C2)=CC=1.[Cl-].[Cl-].[Fe+2].[Pd+2]. The product is [CH3:39][O:38][C:19]1[CH:18]=[C:17]([CH:22]=[CH:21][C:20]=1[O:23][CH2:24][C:25]1[CH:26]=[CH:27][C:28]([C:31]([F:37])([F:36])[C:32]([F:34])([F:35])[F:33])=[CH:29][CH:30]=1)[CH2:16][N:15]1[C:9]2=[N:10][CH:11]=[C:12]([C:45]3[CH:44]=[N:43][N:42]([CH3:41])[CH:46]=3)[CH:13]=[C:8]2[N:7]=[C:6]1[NH2:5]. The yield is 0.140. (5) The reactants are [C:1]([O:5][C:6]([N:8]1[C@@H:12]([C:13](=[O:15])[CH3:14])[CH2:11][O:10][C:9]1([CH3:17])[CH3:16])=[O:7])([CH3:4])([CH3:3])[CH3:2].[CH2:18]([Mg]Cl)[C:19]1[CH:24]=[CH:23][CH:22]=[CH:21][CH:20]=1. The catalyst is C1COCC1. The product is [C:1]([O:5][C:6]([N:8]1[C@@H:12]([C:13]([OH:15])([CH3:14])[CH2:18][C:19]2[CH:24]=[CH:23][CH:22]=[CH:21][CH:20]=2)[CH2:11][O:10][C:9]1([CH3:16])[CH3:17])=[O:7])([CH3:4])([CH3:3])[CH3:2]. The yield is 0.890. (6) The reactants are [CH2:1]([N:3]([C:23]1[CH:28]=[CH:27][CH:26]=[CH:25][CH:24]=1)[S:4]([C:7]1[CH:8]=[CH:9][C:10]([N:13]2[C:17](=[O:18])[C:16]([CH2:19][C:20]([OH:22])=O)=[CH:15][NH:14]2)=[N:11][CH:12]=1)(=[O:6])=[O:5])[CH3:2].C[CH2:30][N:31](C(C)C)C(C)C.CN.CN(C(ON1N=NC2C=CC=CC1=2)=[N+](C)C)C.[B-](F)(F)(F)F. The catalyst is C(Cl)Cl. The product is [CH2:1]([N:3]([C:23]1[CH:28]=[CH:27][CH:26]=[CH:25][CH:24]=1)[S:4]([C:7]1[CH:8]=[CH:9][C:10]([N:13]2[C:17](=[O:18])[C:16]([CH2:19][C:20]([NH:31][CH3:30])=[O:22])=[CH:15][NH:14]2)=[N:11][CH:12]=1)(=[O:6])=[O:5])[CH3:2]. The yield is 0.0600. (7) The reactants are [F:1][C:2]1[CH:7]=[CH:6][C:5]([OH:8])=[CH:4][CH:3]=1.[H-].[Na+].[N+]([C:14]1[O:18][C:17]([CH:19]=[O:20])=[CH:16][CH:15]=1)([O-])=O. The catalyst is CS(C)=O.[Cl-].[Na+].O. The product is [F:1][C:2]1[CH:7]=[CH:6][C:5]([O:8][C:14]2[O:18][C:17]([CH:19]=[O:20])=[CH:16][CH:15]=2)=[CH:4][CH:3]=1. The yield is 0.980.